This data is from Reaction yield outcomes from USPTO patents with 853,638 reactions. The task is: Predict the reaction yield, written as a fraction of the theoretical maximum amount of product (1.0 means a 100% yield; for example, 0.34 means a 34% yield). (1) The reactants are Br[C:2]1[O:6][C:5]([CH:7]=[CH:8][C:9]([O:11][CH3:12])=[O:10])=[CH:4][CH:3]=1.[C:13]([CH2:22][N-:23][CH2:24][C:25]1[CH:30]=[CH:29][CH:28]=[C:27](B2OC(C)(C)C(C)(C)O2)[CH:26]=1)(=O)[CH2:14][CH2:15][CH2:16][CH2:17][CH2:18][CH2:19]C.[OH2:40].[CH3:41]N(C)C=O. The catalyst is P([O-])([O-])([O-])=O.[K+].[K+].[K+].C1C=CC([P]([Pd]([P](C2C=CC=CC=2)(C2C=CC=CC=2)C2C=CC=CC=2)([P](C2C=CC=CC=2)(C2C=CC=CC=2)C2C=CC=CC=2)[P](C2C=CC=CC=2)(C2C=CC=CC=2)C2C=CC=CC=2)(C2C=CC=CC=2)C2C=CC=CC=2)=CC=1. The product is [CH3:41][N:23]([CH2:24][C:25]1[CH:26]=[C:27]([C:2]2[O:6][C:5]([CH:7]=[CH:8][C:9]([O:11][CH3:12])=[O:10])=[CH:4][CH:3]=2)[CH:28]=[CH:29][CH:30]=1)[C:22](=[O:40])[CH2:13][CH2:14][CH2:15][CH2:16][CH2:17][CH2:18][CH3:19]. The yield is 0.780. (2) The reactants are Cl.[C:2]([O:10][C@@H:11]1[C@@H:15]([CH2:16][OH:17])[CH2:14][C@@H:13]([NH2:18])[C@@H:12]1[O:19][C:20](=[O:27])[C:21]1[CH:26]=[CH:25][CH:24]=[CH:23][CH:22]=1)(=[O:9])[C:3]1[CH:8]=[CH:7][CH:6]=[CH:5][CH:4]=1.[C:28](Cl)(=[O:35])[C:29]1[CH:34]=[CH:33][N:32]=[CH:31][CH:30]=1.[Cl-].[NH4+]. The catalyst is C(Cl)Cl. The product is [C:20]([O:19][C@H:12]1[C@H:13]([NH:18][C:28](=[O:35])[C:29]2[CH:34]=[CH:33][N:32]=[CH:31][CH:30]=2)[CH2:14][C@H:15]([CH2:16][OH:17])[C@H:11]1[O:10][C:2](=[O:9])[C:3]1[CH:4]=[CH:5][CH:6]=[CH:7][CH:8]=1)(=[O:27])[C:21]1[CH:26]=[CH:25][CH:24]=[CH:23][CH:22]=1. The yield is 0.600. (3) The yield is 0.990. The catalyst is [Fe].CCO. The reactants are CC(O)=O.[Cl:5][C:6]1[CH:22]=[CH:21][CH:20]=[C:19]([Cl:23])[C:7]=1[CH2:8][O:9][C:10]1[C:11]([N+:16]([O-])=O)=[N:12][CH:13]=[CH:14][CH:15]=1. The product is [Cl:5][C:6]1[CH:22]=[CH:21][CH:20]=[C:19]([Cl:23])[C:7]=1[CH2:8][O:9][C:10]1[C:11]([NH2:16])=[N:12][CH:13]=[CH:14][CH:15]=1. (4) The reactants are [OH:1][CH2:2][C:3]([N:5]([CH2:7][CH2:8][O:9][C:10]1[CH:19]=[CH:18][CH:17]=[C:16]2[C:11]=1[C:12]([NH:20][C:21]1[CH:26]=[CH:25][C:24]([OH:27])=[C:23]([CH3:28])[CH:22]=1)=[N:13][CH:14]=[N:15]2)[CH3:6])=[O:4].Cl.[N:30]1[CH:35]=[CH:34][CH:33]=[CH:32][C:31]=1[CH2:36]Cl.C(=O)([O-])[O-].[K+].[K+].C1OCCOCCOCCOCCOCCOC1. The catalyst is CN(C=O)C. The product is [OH:1][CH2:2][C:3]([N:5]([CH3:6])[CH2:7][CH2:8][O:9][C:10]1[CH:19]=[CH:18][CH:17]=[C:16]2[C:11]=1[C:12]([NH:20][C:21]1[CH:26]=[CH:25][C:24]([O:27][CH2:36][C:31]3[CH:32]=[CH:33][CH:34]=[CH:35][N:30]=3)=[C:23]([CH3:28])[CH:22]=1)=[N:13][CH:14]=[N:15]2)=[O:4]. The yield is 0.230. (5) The reactants are [CH2:1]([O:3][C:4](=[O:33])[CH:5]([C:7]1[C:12]([F:13])=[CH:11][CH:10]=[C:9]([O:14][Si:15]([C:28]([CH3:31])([CH3:30])[CH3:29])([C:22]2[CH:27]=[CH:26][CH:25]=[CH:24][CH:23]=2)[C:16]2[CH:21]=[CH:20][CH:19]=[CH:18][CH:17]=2)[C:8]=1[F:32])[OH:6])[CH3:2].I[CH2:35][CH3:36]. No catalyst specified. The product is [CH2:1]([O:3][C:4](=[O:33])[CH:5]([C:7]1[C:12]([F:13])=[CH:11][CH:10]=[C:9]([O:14][Si:15]([C:28]([CH3:29])([CH3:31])[CH3:30])([C:16]2[CH:21]=[CH:20][CH:19]=[CH:18][CH:17]=2)[C:22]2[CH:27]=[CH:26][CH:25]=[CH:24][CH:23]=2)[C:8]=1[F:32])[O:6][CH2:35][CH3:36])[CH3:2]. The yield is 0.830. (6) The reactants are COC1C=CC(P2(SP(C3C=CC(OC)=CC=3)(=S)S2)=[S:10])=CC=1.[C:23]([O:26][CH2:27][C@@:28]1([CH3:50])[O:32][C@@H:31]([N:33]2[CH:41]=[C:39]([CH3:40])[C:37](=O)[NH:36][C:34]2=[O:35])[C@H:30]([O:42][C:43](=[O:45])[CH3:44])[C@@H:29]1[O:46][C:47](=[O:49])[CH3:48])(=[O:25])[CH3:24]. The catalyst is ClCCCl. The product is [C:23]([O:26][CH2:27][C@@:28]1([CH3:50])[O:32][C@@H:31]([N:33]2[CH:41]=[C:39]([CH3:40])[C:37](=[S:10])[NH:36][C:34]2=[O:35])[C@H:30]([O:42][C:43](=[O:45])[CH3:44])[C@@H:29]1[O:46][C:47](=[O:49])[CH3:48])(=[O:25])[CH3:24]. The yield is 0.950. (7) The reactants are [CH2:1]([O:3][C:4](=[O:24])[CH2:5][CH2:6][CH2:7][O:8][C:9]1[CH:14]=[CH:13][CH:12]=[C:11]([CH2:15]Br)[C:10]=1/[CH:17]=[CH:18]/[C:19]([O:21][CH2:22][CH3:23])=[O:20])[CH3:2].C1(P(C2C=CC=CC=2)C2C=CC=CC=2)C=CC=CC=1.[C:44]([Si:48]([CH3:57])([CH3:56])[O:49][CH2:50][CH2:51][CH2:52][CH2:53][CH:54]=O)([CH3:47])([CH3:46])[CH3:45]. The catalyst is C(#N)C.O1C(CC)C1. The product is [CH2:1]([O:3][C:4](=[O:24])[CH2:5][CH2:6][CH2:7][O:8][C:9]1[CH:14]=[CH:13][CH:12]=[C:11]([CH:15]=[CH:54][CH2:53][CH2:52][CH2:51][CH2:50][O:49][Si:48]([C:44]([CH3:45])([CH3:47])[CH3:46])([CH3:57])[CH3:56])[C:10]=1/[CH:17]=[CH:18]/[C:19]([O:21][CH2:22][CH3:23])=[O:20])[CH3:2]. The yield is 0.740. (8) The reactants are Br[C:2]1[CH:3]=[N:4][CH:5]=[C:6]([O:8][CH2:9][C@H:10]2[CH2:14][CH2:13][CH2:12][N:11]2[C:15]([O:17][C:18]([CH3:21])([CH3:20])[CH3:19])=[O:16])[CH:7]=1.[Cl:22][C:23]1[CH:38]=[CH:37][C:26]([CH2:27][O:28][CH2:29][CH2:30][CH:31]2[CH2:36][CH2:35][NH:34][CH2:33][CH2:32]2)=[CH:25][CH:24]=1.CC(C)([O-])C.[Na+]. The catalyst is C1(C)C=CC=CC=1.C1C=CC(/C=C/C(/C=C/C2C=CC=CC=2)=O)=CC=1.C1C=CC(/C=C/C(/C=C/C2C=CC=CC=2)=O)=CC=1.C1C=CC(/C=C/C(/C=C/C2C=CC=CC=2)=O)=CC=1.[Pd].[Pd].C1(P(C2C=CC=CC=2)C2C3OC4C(=CC=CC=4P(C4C=CC=CC=4)C4C=CC=CC=4)C(C)(C)C=3C=CC=2)C=CC=CC=1. The product is [C:18]([O:17][C:15]([N:11]1[CH2:12][CH2:13][CH2:14][C@H:10]1[CH2:9][O:8][C:6]1[CH:5]=[N:4][CH:3]=[C:2]([N:34]2[CH2:35][CH2:36][CH:31]([CH2:30][CH2:29][O:28][CH2:27][C:26]3[CH:37]=[CH:38][C:23]([Cl:22])=[CH:24][CH:25]=3)[CH2:32][CH2:33]2)[CH:7]=1)=[O:16])([CH3:21])([CH3:20])[CH3:19]. The yield is 0.850. (9) The reactants are [Cl:1][C:2]1[CH:7]=[CH:6][C:5]([NH:8][C:9]([C:11]2[CH:12]=[C:13]([CH:25]=[CH:26][CH:27]=2)[CH2:14][S:15][CH2:16][CH2:17][C:18]([O:20]C(C)(C)C)=[O:19])=[O:10])=[C:4]([C:28](=[O:43])[NH:29][C:30]2[CH:34]=[CH:33][N:32]([C:35]3[CH:40]=[CH:39][C:38]([CH3:41])=[C:37]([CH3:42])[CH:36]=3)[N:31]=2)[CH:3]=1.FC(F)(F)C(O)=O. The catalyst is ClCCl. The product is [Cl:1][C:2]1[CH:7]=[CH:6][C:5]([NH:8][C:9]([C:11]2[CH:12]=[C:13]([CH:25]=[CH:26][CH:27]=2)[CH2:14][S:15][CH2:16][CH2:17][C:18]([OH:20])=[O:19])=[O:10])=[C:4]([C:28](=[O:43])[NH:29][C:30]2[CH:34]=[CH:33][N:32]([C:35]3[CH:40]=[CH:39][C:38]([CH3:41])=[C:37]([CH3:42])[CH:36]=3)[N:31]=2)[CH:3]=1. The yield is 0.270. (10) The reactants are [CH3:1][O:2][C:3]1[CH:4]=[C:5]([CH:17]=[CH:18][C:19]=1[O:20][CH3:21])[C:6]([C:8]1[CH:13]=[CH:12][CH:11]=[C:10]([N+:14]([O-])=O)[CH:9]=1)=[O:7].[H][H]. The catalyst is C(OCC)(=O)C.[Pd]. The product is [CH3:1][O:2][C:3]1[CH:4]=[C:5]([CH:17]=[CH:18][C:19]=1[O:20][CH3:21])[C:6]([C:8]1[CH:13]=[CH:12][CH:11]=[C:10]([NH2:14])[CH:9]=1)=[O:7]. The yield is 0.380.